From a dataset of Catalyst prediction with 721,799 reactions and 888 catalyst types from USPTO. Predict which catalyst facilitates the given reaction. Reactant: [N+:1]([C:4]1[CH:9]=[CH:8][C:7]([SH:10])=[C:6]([C:11]([F:14])([F:13])[F:12])[CH:5]=1)([O-:3])=[O:2].C(N(CC)CC)C.Cl.Cl[CH2:24][C:25]1[CH:26]=[N:27][CH:28]=[CH:29][CH:30]=1.O. Product: [N+:1]([C:4]1[CH:9]=[CH:8][C:7]([S:10][CH2:24][C:25]2[CH:26]=[N:27][CH:28]=[CH:29][CH:30]=2)=[C:6]([C:11]([F:14])([F:12])[F:13])[CH:5]=1)([O-:3])=[O:2]. The catalyst class is: 1.